Dataset: Reaction yield outcomes from USPTO patents with 853,638 reactions. Task: Predict the reaction yield, written as a fraction of the theoretical maximum amount of product (1.0 means a 100% yield; for example, 0.34 means a 34% yield). (1) The reactants are [C:1]([O:10][CH3:11])(=[O:9])[C:2]1[C:3](=[CH:5][CH:6]=[CH:7][CH:8]=1)[NH2:4].N1C=CC=CC=1.[CH3:18][S:19](Cl)(=[O:21])=[O:20]. The catalyst is C(OCC)(=O)C. The product is [CH3:18][S:19]([NH:4][C:3]1[CH:5]=[CH:6][CH:7]=[CH:8][C:2]=1[C:1]([O:10][CH3:11])=[O:9])(=[O:21])=[O:20]. The yield is 0.880. (2) The product is [C:1]1([C:16]2[CH:17]=[CH:18][CH:19]=[CH:20][CH:21]=2)[CH:6]=[CH:5][CH:4]=[C:3]([C:7]2[CH:15]=[CH:14][CH:13]=[C:12]3[C:8]=2[CH2:9][C:10](=[O:24])[NH:11]3)[CH:2]=1. The reactants are [C:1]1([C:16]2[CH:21]=[CH:20][CH:19]=[CH:18][CH:17]=2)[CH:6]=[CH:5][CH:4]=[C:3]([C:7]2[CH:15]=[CH:14][CH:13]=[C:12]3[C:8]=2[CH:9]=[CH:10][NH:11]3)[CH:2]=1.C([OH:24])C.C(O)(=O)C.[Br-].[Br-].[Br-].[NH+]1C=CC=CC=1.[NH+]1C=CC=CC=1.[NH+]1C=CC=CC=1. The catalyst is CC(O)(C)C.[Zn]. The yield is 0.720. (3) The reactants are C1C=CC2N(O)N=NC=2C=1.CCN(C(C)C)C(C)C.[Br:20][C:21]1[CH:29]=[CH:28][CH:27]=[CH:26][C:22]=1[C:23]([OH:25])=O.CCN=C=NCCCN(C)C.Cl.Cl.[C:43]1([C:61]2[CH:66]=[CH:65][CH:64]=[CH:63][CH:62]=2)[CH:48]=[CH:47][C:46]([NH:49][C:50](=[O:60])[CH2:51][C:52](=[O:59])[N:53]2[CH2:58][CH2:57][NH:56][CH2:55][CH2:54]2)=[CH:45][CH:44]=1. The catalyst is CN(C=O)C.O. The product is [C:43]1([C:61]2[CH:66]=[CH:65][CH:64]=[CH:63][CH:62]=2)[CH:44]=[CH:45][C:46]([NH:49][C:50](=[O:60])[CH2:51][C:52]([N:53]2[CH2:54][CH2:55][N:56]([C:23](=[O:25])[C:22]3[CH:26]=[CH:27][CH:28]=[CH:29][C:21]=3[Br:20])[CH2:57][CH2:58]2)=[O:59])=[CH:47][CH:48]=1. The yield is 0.330. (4) The reactants are [Cl:1][C:2]1[N:10]=[CH:9][CH:8]=[CH:7][C:3]=1[C:4](O)=[O:5].S(Cl)(Cl)=O.[BH4-].[Na+].[Na+].[Cl-]. The catalyst is O. The product is [Cl:1][C:2]1[C:3]([CH2:4][OH:5])=[CH:7][CH:8]=[CH:9][N:10]=1. The yield is 0.900. (5) The reactants are [CH3:1][C:2]([C:17]1[CH:22]=[CH:21][CH:20]=[CH:19][CH:18]=1)([CH3:16])[CH2:3][CH2:4]/[CH:5]=[N:6]/[S@:7]([C:9]1[CH:14]=[CH:13][C:12]([CH3:15])=[CH:11][CH:10]=1)=[O:8].[C-:23]#[N:24].C([Al+]CC)C.C(O)(C)C.[Cl-].[NH4+]. The yield is 0.430. The product is [C:23]([C@@H:5]([NH:6][S@:7]([C:9]1[CH:10]=[CH:11][C:12]([CH3:15])=[CH:13][CH:14]=1)=[O:8])[CH2:4][CH2:3][C:2]([CH3:1])([C:17]1[CH:22]=[CH:21][CH:20]=[CH:19][CH:18]=1)[CH3:16])#[N:24]. The catalyst is O1CCCC1. (6) The reactants are [OH-:1].[Na+:2].CN(C=[O:7])C.[CH:8]1[N:12]=[CH:11][N:10]([CH2:13][C:14]([P:20]([OH:23])([OH:22])=[O:21])([P:16]([OH:19])([OH:18])=[O:17])[OH:15])[CH:9]=1.CO. The catalyst is O. The product is [CH:8]1[N:12]=[CH:11][N:10]([CH2:13][C:14]([P:16]([O-:19])([OH:18])=[O:17])([P:20]([O-:22])([OH:23])=[O:21])[OH:15])[CH:9]=1.[OH2:7].[OH2:1].[OH2:7].[OH2:7].[Na+:2].[Na+:2]. The yield is 0.900. (7) The reactants are [CH2:1]([C:5]1[N:10]2[N:11]=[CH:12][N:13]=[C:9]2[N:8]([CH:14]2[CH2:23][CH2:22][C:17]3(OCC[O:18]3)[CH2:16][CH2:15]2)[C:7](=[O:24])[C:6]=1[CH2:25][C:26]1[CH:31]=[CH:30][C:29]([C:32]2[CH:37]=[CH:36][CH:35]=[CH:34][C:33]=2[C:38]2[NH:42][C:41](=[O:43])[O:40][N:39]=2)=[CH:28][CH:27]=1)[CH2:2][CH2:3][CH3:4].Cl.O1CCCC1. The catalyst is C(OCC)(=O)C. The product is [CH2:1]([C:5]1[N:10]2[N:11]=[CH:12][N:13]=[C:9]2[N:8]([CH:14]2[CH2:23][CH2:22][C:17](=[O:18])[CH2:16][CH2:15]2)[C:7](=[O:24])[C:6]=1[CH2:25][C:26]1[CH:31]=[CH:30][C:29]([C:32]2[CH:37]=[CH:36][CH:35]=[CH:34][C:33]=2[C:38]2[NH:42][C:41](=[O:43])[O:40][N:39]=2)=[CH:28][CH:27]=1)[CH2:2][CH2:3][CH3:4]. The yield is 0.830. (8) The reactants are [NH2:1][C:2]1[C:7]2=[C:8]([C:19]3[CH:20]=[CH:21][C:22]4[C:26]([CH:27]=3)=[N:25][N:24]([CH2:28][C:29]3[CH:34]=[CH:33][CH:32]=[CH:31][CH:30]=3)[CH:23]=4)[CH:9]=[C:10]([C:11]3[CH:12]=[C:13]([CH2:17]O)[CH:14]=[CH:15][CH:16]=3)[N:6]2[N:5]=[CH:4][N:3]=1.C1(P(C2C=CC=CC=2)C2C=CC=CC=2)C=CC=CC=1.C(Br)(Br)(Br)[Br:55]. The product is [CH2:28]([N:24]1[CH:23]=[C:22]2[C:26]([CH:27]=[C:19]([C:8]3[CH:9]=[C:10]([C:11]4[CH:16]=[CH:15][CH:14]=[C:13]([CH2:17][Br:55])[CH:12]=4)[N:6]4[C:7]=3[C:2]([NH2:1])=[N:3][CH:4]=[N:5]4)[CH:20]=[CH:21]2)=[N:25]1)[C:29]1[CH:34]=[CH:33][CH:32]=[CH:31][CH:30]=1. The catalyst is O1CCCC1. The yield is 0.900. (9) The reactants are [CH3:1][N:2]([CH3:6])[CH2:3][CH2:4][NH2:5].[F:7][C:8]1[CH:13]=[CH:12][C:11]([C:14]([C:16]2[C:25]([N+:26]([O-])=O)=[C:24]3[C:19]([CH:20]=[CH:21][CH:22]=[N:23]3)=[CH:18][CH:17]=2)=O)=[CH:10][CH:9]=1.CCOC(C)=O.[Cl-].[Na+].O. The catalyst is C(Cl)Cl.C1COCC1. The product is [NH2:26][C:25]1[C:16](/[C:14](=[N:5]/[CH2:4][CH2:3][N:2]([CH3:6])[CH3:1])/[C:11]2[CH:10]=[CH:9][C:8]([F:7])=[CH:13][CH:12]=2)=[CH:17][CH:18]=[C:19]2[C:24]=1[N:23]=[CH:22][CH:21]=[CH:20]2. The yield is 0.910.